Dataset: Full USPTO retrosynthesis dataset with 1.9M reactions from patents (1976-2016). Task: Predict the reactants needed to synthesize the given product. (1) Given the product [F:37][C:23]1[S:22][C:21]([C:18]2[CH:19]=[CH:20][C:15]([C:12]3[CH:11]=[CH:10][C:9]([C:6]4([C:4]([OH:5])=[O:3])[CH2:8][CH2:7]4)=[CH:14][CH:13]=3)=[CH:16][CH:17]=2)=[C:25]([NH:26][C:27]([O:29][CH:30]([C:32]2[CH:36]=[CH:35][S:34][CH:33]=2)[CH3:31])=[O:28])[CH:24]=1, predict the reactants needed to synthesize it. The reactants are: C([O:3][C:4]([C:6]1([C:9]2[CH:14]=[CH:13][C:12]([C:15]3[CH:20]=[CH:19][C:18]([C:21]4[S:22][C:23]([F:37])=[CH:24][C:25]=4[NH:26][C:27]([O:29][CH:30]([C:32]4[CH:36]=[CH:35][S:34][CH:33]=4)[CH3:31])=[O:28])=[CH:17][CH:16]=3)=[CH:11][CH:10]=2)[CH2:8][CH2:7]1)=[O:5])C.[OH-].[Na+].Cl.C(OCC)(=O)C. (2) The reactants are: [CH2:1]([C:9]1[CH:14]=[CH:13][C:12]([C:15](=[O:17])[CH3:16])=[CH:11][CH:10]=1)[CH2:2][CH2:3][CH2:4][CH2:5][CH2:6][CH2:7][CH3:8].[BrH:18].C(O)(=O)C.BrBr. Given the product [Br:18][CH2:16][C:15]([C:12]1[CH:11]=[CH:10][C:9]([CH2:1][CH2:2][CH2:3][CH2:4][CH2:5][CH2:6][CH2:7][CH3:8])=[CH:14][CH:13]=1)=[O:17], predict the reactants needed to synthesize it. (3) Given the product [O:25]1[C:29]2[CH:30]=[CH:31][CH:32]=[C:33]([C:2]3[N:7]4[N:8]=[CH:9][CH:10]=[C:6]4[N:5]=[C:4]([NH:12][C:13](=[O:24])[C:14]4[CH:19]=[CH:18][C:17]([C:20]([OH:23])([CH3:21])[CH3:22])=[CH:16][CH:15]=4)[CH:3]=3)[C:28]=2[O:27][CH2:26]1, predict the reactants needed to synthesize it. The reactants are: Cl[C:2]1[N:7]2[N:8]=[C:9](C)[CH:10]=[C:6]2[N:5]=[C:4]([NH:12][C:13](=[O:24])[C:14]2[CH:19]=[CH:18][C:17]([C:20]([OH:23])([CH3:22])[CH3:21])=[CH:16][CH:15]=2)[CH:3]=1.[O:25]1[C:29]2[CH:30]=[CH:31][CH:32]=[C:33](B(O)O)[C:28]=2[O:27][CH2:26]1.O1CCOCC1. (4) Given the product [O:19]=[C:9]1[CH2:8][CH2:7][C:6](=[O:20])[N:10]1[O:29][C:28](=[O:30])[C:27]1[CH:31]=[CH:32][C:24]([C:21](=[O:23])[CH3:22])=[CH:25][CH:26]=1, predict the reactants needed to synthesize it. The reactants are: F[B-](F)(F)F.[C:6]1(=[O:20])[N:10](OC(N(C)C)=[N+](C)C)[C:9](=[O:19])[CH2:8][CH2:7]1.[C:21]([C:24]1[CH:32]=[CH:31][C:27]([C:28]([OH:30])=[O:29])=[CH:26][CH:25]=1)(=[O:23])[CH3:22].C(N(CC)CC)C. (5) The reactants are: [Br:1][C:2]1[CH:3]=[CH:4][CH:5]=[C:6]2[C:10]=1[NH:9][N:8]=[CH:7]2.[H-].[Na+].Cl[CH2:14][O:15][CH2:16][CH2:17][Si:18]([CH3:21])([CH3:20])[CH3:19].O. Given the product [Br:1][C:2]1[CH:3]=[CH:4][CH:5]=[C:6]2[C:10]=1[N:9]([CH2:14][O:15][CH2:16][CH2:17][Si:18]([CH3:21])([CH3:20])[CH3:19])[N:8]=[CH:7]2, predict the reactants needed to synthesize it. (6) Given the product [CH3:37][O:36][C:34](=[O:35])[NH:25][C:21]1[C:20]([NH2:26])=[N:19][C:18]([N:11]2[C:12]3[C:17](=[CH:16][CH:15]=[CH:14][CH:13]=3)[C:9]([S:8][C:3]3[CH:4]=[CH:5][CH:6]=[CH:7][C:2]=3[F:1])=[N:10]2)=[N:23][C:22]=1[NH2:24], predict the reactants needed to synthesize it. The reactants are: [F:1][C:2]1[CH:7]=[CH:6][CH:5]=[CH:4][C:3]=1[S:8][C:9]1[C:17]2[C:12](=[CH:13][CH:14]=[CH:15][CH:16]=2)[N:11]([C:18]2[N:23]=[C:22]([NH2:24])[C:21]([NH2:25])=[C:20]([NH2:26])[N:19]=2)[N:10]=1.CN1CCCC1=O.[C:34](O[C:34]([O:36][CH3:37])=[O:35])([O:36][CH3:37])=[O:35]. (7) Given the product [C:6]([C:10]1[CH:15]=[CH:14][C:13]([S:16]([CH3:19])(=[O:17])=[O:18])=[C:12]([NH2:20])[CH:11]=1)([CH3:9])([CH3:7])[CH3:8], predict the reactants needed to synthesize it. The reactants are: O.O.[Sn](Cl)Cl.[C:6]([C:10]1[CH:15]=[CH:14][C:13]([S:16]([CH3:19])(=[O:18])=[O:17])=[C:12]([N+:20]([O-])=O)[CH:11]=1)([CH3:9])([CH3:8])[CH3:7].[OH-].[Na+].